Dataset: Peptide-MHC class I binding affinity with 185,985 pairs from IEDB/IMGT. Task: Regression. Given a peptide amino acid sequence and an MHC pseudo amino acid sequence, predict their binding affinity value. This is MHC class I binding data. (1) The peptide sequence is FQMDYSLEY. The MHC is HLA-B46:01 with pseudo-sequence HLA-B46:01. The binding affinity (normalized) is 0.738. (2) The peptide sequence is FRDEAGAIL. The MHC is HLA-A02:12 with pseudo-sequence HLA-A02:12. The binding affinity (normalized) is 0.0847. (3) The peptide sequence is TLLGCWSFV. The MHC is HLA-A02:03 with pseudo-sequence HLA-A02:03. The binding affinity (normalized) is 0.657. (4) The peptide sequence is KEKGPIFRD. The MHC is HLA-A03:01 with pseudo-sequence HLA-A03:01. The binding affinity (normalized) is 0.0847.